From a dataset of Reaction yield outcomes from USPTO patents with 853,638 reactions. Predict the reaction yield, written as a fraction of the theoretical maximum amount of product (1.0 means a 100% yield; for example, 0.34 means a 34% yield). The reactants are [O:1]=[C:2]1[C:10]2[S:9][C:8]([NH:11][C:12]([NH:14][CH2:15][CH3:16])=[O:13])=[N:7][C:6]=2[CH2:5][CH2:4][CH2:3]1.[BrH:17].[Br:18]Br. The catalyst is CC(O)=O. The product is [Br:17][C:3]1([Br:18])[CH2:4][CH2:5][C:6]2[N:7]=[C:8]([NH:11][C:12]([NH:14][CH2:15][CH3:16])=[O:13])[S:9][C:10]=2[C:2]1=[O:1]. The yield is 0.940.